Dataset: Full USPTO retrosynthesis dataset with 1.9M reactions from patents (1976-2016). Task: Predict the reactants needed to synthesize the given product. The reactants are: [O:1]1[C:5]2[CH:6]=[CH:7][CH:8]=[CH:9][C:4]=2[CH:3]=[C:2]1[CH:10]([OH:45])[CH2:11][N:12]([CH2:14][C:15]1[S:23][C:22]2[C:21](=[O:24])[C:20]([C:25]([NH:27][CH2:28][C:29]3[CH:34]=[CH:33][C:32]([Cl:35])=[CH:31][CH:30]=3)=[O:26])=[CH:19][N:18]([CH3:36])[C:17]=2[C:16]=1[CH2:37][O:38]CC[Si](C)(C)C)[CH3:13].C([O-])(O)=O.[Na+]. Given the product [O:1]1[C:5]2[CH:6]=[CH:7][CH:8]=[CH:9][C:4]=2[CH:3]=[C:2]1[CH:10]([OH:45])[CH2:11][N:12]([CH2:14][C:15]1[S:23][C:22]2[C:21](=[O:24])[C:20]([C:25]([NH:27][CH2:28][C:29]3[CH:34]=[CH:33][C:32]([Cl:35])=[CH:31][CH:30]=3)=[O:26])=[CH:19][N:18]([CH3:36])[C:17]=2[C:16]=1[CH2:37][OH:38])[CH3:13], predict the reactants needed to synthesize it.